From a dataset of Reaction yield outcomes from USPTO patents with 853,638 reactions. Predict the reaction yield, written as a fraction of the theoretical maximum amount of product (1.0 means a 100% yield; for example, 0.34 means a 34% yield). (1) The reactants are [O:1]1[CH:5]=[CH:4][CH:3]=[C:2]1[C:6]1[C:14](=O)[N:13]2[C:9]([NH:10][C:11]3[CH:19]=[CH:18][CH:17]=[CH:16][C:12]=32)=[C:8]([C:20]#[N:21])[C:7]=1[CH3:22].P(Cl)(Cl)([Cl:25])=O. No catalyst specified. The product is [Cl:25][C:14]1[N:13]2[C:9](=[N:10][C:11]3[CH:19]=[CH:18][CH:17]=[CH:16][C:12]=32)[C:8]([C:20]#[N:21])=[C:7]([CH3:22])[C:6]=1[C:2]1[O:1][CH:5]=[CH:4][CH:3]=1. The yield is 0.810. (2) The reactants are [N+:1]([C:4]1[CH:9]=[CH:8][C:7]([NH:10][CH:11]2[CH2:16][CH2:15][CH:14]([O:17][CH2:18][C:19](O)=[O:20])[CH2:13][CH2:12]2)=[CH:6][C:5]=1[C:22]([F:25])([F:24])[F:23])([O-:3])=[O:2].[N:26]1([C:32]2[CH:41]=[CH:40][C:39]3[C:34](=[CH:35][CH:36]=[C:37]([C:42]([F:45])([F:44])[F:43])[CH:38]=3)[N:33]=2)[CH2:31][CH2:30][NH:29][CH2:28][CH2:27]1.CCN=C=NCCCN(C)C.Cl.C1C=CC2N(O)N=NC=2C=1.CCN(CC)CC. The catalyst is ClCCl. The product is [N+:1]([C:4]1[CH:9]=[CH:8][C:7]([NH:10][CH:11]2[CH2:12][CH2:13][CH:14]([O:17][CH2:18][C:19]([N:29]3[CH2:30][CH2:31][N:26]([C:32]4[CH:41]=[CH:40][C:39]5[C:34](=[CH:35][CH:36]=[C:37]([C:42]([F:45])([F:43])[F:44])[CH:38]=5)[N:33]=4)[CH2:27][CH2:28]3)=[O:20])[CH2:15][CH2:16]2)=[CH:6][C:5]=1[C:22]([F:23])([F:24])[F:25])([O-:3])=[O:2]. The yield is 0.450. (3) The yield is 0.630. The reactants are CCN(C(C)C)C(C)C.[C:10]1([C:20]([OH:22])=O)[C:19]2[C:14](=[CH:15][CH:16]=[CH:17][CH:18]=2)[CH:13]=[CH:12][N:11]=1.CN(C(O[N:31]1N=N[C:33]2[CH:34]=[CH:35]C=C[C:32]1=2)=[N+](C)C)C.[B-](F)(F)(F)F.[C:45]([O:48][CH2:49]C)(=[O:47])[CH3:46]. The product is [CH3:49][O:48][C:45]([C@@H:46]1[CH2:35][CH2:34][CH2:33][CH2:32][N:31]1[C:20]([C:10]1[C:19]2[C:14](=[CH:15][CH:16]=[CH:17][CH:18]=2)[CH:13]=[CH:12][N:11]=1)=[O:22])=[O:47]. The catalyst is CN(C=O)C. (4) The reactants are [NH2:1][CH2:2][C:3]1([C:9]2[S:10][CH:11]=[C:12]([C:14]3[CH:21]=[CH:20][C:17]([C:18]#[N:19])=[CH:16][CH:15]=3)[N:13]=2)[CH2:8][CH2:7][O:6][CH2:5][CH2:4]1.[F:22][C:23]([F:39])([F:38])[C:24]1[O:28][N:27]=[C:26]([C:29]2[CH:30]=[C:31]([CH:35]=[CH:36][CH:37]=2)[C:32](O)=[O:33])[N:25]=1. No catalyst specified. The product is [C:18]([C:17]1[CH:16]=[CH:15][C:14]([C:12]2[N:13]=[C:9]([C:3]3([CH2:2][NH:1][C:32](=[O:33])[C:31]4[CH:35]=[CH:36][CH:37]=[C:29]([C:26]5[N:25]=[C:24]([C:23]([F:39])([F:38])[F:22])[O:28][N:27]=5)[CH:30]=4)[CH2:4][CH2:5][O:6][CH2:7][CH2:8]3)[S:10][CH:11]=2)=[CH:21][CH:20]=1)#[N:19]. The yield is 0.0700. (5) The reactants are [CH3:1][O:2][C:3](=[O:15])[C:4]1[CH:9]=[C:8]([O:10][CH3:11])[CH:7]=[C:6]([O:12][CH3:13])[C:5]=1Br. The catalyst is CN(C=O)C. The product is [CH3:1][O:2][C:3]([C:4]1[C:5]([C:9]2[C:4]([C:3]([O:2][CH3:1])=[O:15])=[CH:5][C:6]([O:12][CH3:13])=[CH:7][C:8]=2[O:10][CH3:11])=[C:6]([O:12][CH3:13])[CH:7]=[C:8]([O:10][CH3:11])[CH:9]=1)=[O:15]. The yield is 0.680. (6) The reactants are [N:1]1[CH:6]=[CH:5][C:4]([CH2:7][O:8][C:9]2[CH:10]=[C:11]([NH2:16])[C:12]([NH2:15])=[CH:13][CH:14]=2)=[CH:3][CH:2]=1.O.[N:18]#[C:19][Br:20]. The catalyst is C(#N)C. The product is [BrH:20].[N:1]1[CH:6]=[CH:5][C:4]([CH2:7][O:8][C:9]2[CH:14]=[CH:13][C:12]3[NH:15][C:19]([NH2:18])=[N:16][C:11]=3[CH:10]=2)=[CH:3][CH:2]=1. The yield is 0.860. (7) The reactants are [Br:1][C:2]1[CH:9]=[CH:8][C:5]([CH:6]=[O:7])=[CH:4][C:3]=1[CH3:10].[CH3:11][Mg]Br.[Cl-].[NH4+]. The catalyst is O1CCCC1. The product is [Br:1][C:2]1[CH:9]=[CH:8][C:5]([CH:6]([OH:7])[CH3:11])=[CH:4][C:3]=1[CH3:10]. The yield is 0.930. (8) The reactants are C(O)[C:2]1[CH:7]=[CH:6][CH:5]=[CH:4][CH:3]=1.[H-].[Na+].[S:11]([C:15]1[CH:20]=[CH:19][CH:18]=[CH:17][C:16]=1F)(=[O:14])(=[O:13])[NH2:12].Cl.CN([CH:26]=[O:27])C. No catalyst specified. The product is [O:27]([CH2:26][C:16]1[CH:17]=[CH:18][CH:19]=[CH:20][C:15]=1[S:11](=[O:14])(=[O:13])[NH2:12])[C:2]1[CH:3]=[CH:4][CH:5]=[CH:6][CH:7]=1. The yield is 0.667.